This data is from Peptide-MHC class I binding affinity with 185,985 pairs from IEDB/IMGT. The task is: Regression. Given a peptide amino acid sequence and an MHC pseudo amino acid sequence, predict their binding affinity value. This is MHC class I binding data. (1) The peptide sequence is NREAVNHL. The MHC is Mamu-B03 with pseudo-sequence Mamu-B03. The binding affinity (normalized) is 0.220. (2) The peptide sequence is PEKGWLSTYA. The MHC is Mamu-A11 with pseudo-sequence Mamu-A11. The binding affinity (normalized) is 0. (3) The peptide sequence is MARPADASM. The MHC is HLA-A02:11 with pseudo-sequence HLA-A02:11. The binding affinity (normalized) is 0.0847.